From a dataset of Reaction yield outcomes from USPTO patents with 853,638 reactions. Predict the reaction yield, written as a fraction of the theoretical maximum amount of product (1.0 means a 100% yield; for example, 0.34 means a 34% yield). (1) The reactants are [F:1][C:2]1[CH:3]=[C:4]([CH:7]=[C:8]([OH:11])[C:9]=1[OH:10])[CH:5]=[O:6].[C:12]([O-])([O-])=O.[Cs+].[Cs+].O. The catalyst is CN(C=O)C. The product is [F:1][C:2]1[C:9]2[O:10][CH2:12][O:11][C:8]=2[CH:7]=[C:4]([CH:5]=[O:6])[CH:3]=1. The yield is 0.490. (2) The reactants are [F:1][C:2]1[CH:8]=[CH:7][C:6]([N+:9]([O-:11])=[O:10])=[CH:5][C:3]=1[NH2:4].[CH3:12][C:13]([O:16][C:17](O[C:17]([O:16][C:13]([CH3:15])([CH3:14])[CH3:12])=[O:18])=[O:18])([CH3:15])[CH3:14]. The catalyst is C1COCC1.CN(C1C=CN=CC=1)C. The product is [F:1][C:2]1[CH:8]=[CH:7][C:6]([N+:9]([O-:11])=[O:10])=[CH:5][C:3]=1[NH:4][C:17](=[O:18])[O:16][C:13]([CH3:15])([CH3:14])[CH3:12]. The yield is 0.400. (3) The reactants are C(O)(C(F)(F)F)=O.[Br:8][C:9]1[CH:36]=[CH:35][C:12]([CH2:13][N:14]2[CH:22]=[C:21]3[C:16]([N:17](CC4C=CC(OC)=CC=4)[C:18](=[O:25])[N:19]([CH3:24])[C:20]3=[O:23])=[N:15]2)=[CH:11][CH:10]=1.C(S(O)(=O)=O)(F)(F)F. The catalyst is C(Cl)Cl. The product is [Br:8][C:9]1[CH:36]=[CH:35][C:12]([CH2:13][N:14]2[CH:22]=[C:21]3[C:16]([NH:17][C:18](=[O:25])[N:19]([CH3:24])[C:20]3=[O:23])=[N:15]2)=[CH:11][CH:10]=1. The yield is 0.960.